This data is from Aqueous solubility values for 9,982 compounds from the AqSolDB database. The task is: Regression/Classification. Given a drug SMILES string, predict its absorption, distribution, metabolism, or excretion properties. Task type varies by dataset: regression for continuous measurements (e.g., permeability, clearance, half-life) or binary classification for categorical outcomes (e.g., BBB penetration, CYP inhibition). For this dataset (solubility_aqsoldb), we predict Y. (1) The compound is Clc1ccc(C(c2ccc(Cl)cc2)C(Cl)(Cl)Cl)cc1. The Y is -7.81 log mol/L. (2) The compound is S=C=Nc1cccc(I)c1. The Y is -4.68 log mol/L.